This data is from Forward reaction prediction with 1.9M reactions from USPTO patents (1976-2016). The task is: Predict the product of the given reaction. (1) Given the reactants CS([C:5]1[N:10]=[C:9]([C:11]2[C:19]3[C:14](=[N:15][C:16]([NH:20][CH2:21][CH2:22][N:23]4[CH2:28][CH2:27][O:26][CH2:25][CH2:24]4)=[N:17][CH:18]=3)[NH:13][N:12]=2)[CH:8]=[CH:7][N:6]=1)(=O)=O.[C:29]([O:33][C:34](=[O:46])[NH:35][CH2:36][CH:37]([NH2:45])[C:38]1[CH:43]=[CH:42][CH:41]=[C:40]([Cl:44])[CH:39]=1)([CH3:32])([CH3:31])[CH3:30], predict the reaction product. The product is: [C:29]([O:33][C:34](=[O:46])[NH:35][CH2:36][CH:37]([C:38]1[CH:43]=[CH:42][CH:41]=[C:40]([Cl:44])[CH:39]=1)[NH:45][C:5]1[N:10]=[C:9]([C:11]2[C:19]3[C:14](=[N:15][C:16]([NH:20][CH2:21][CH2:22][N:23]4[CH2:28][CH2:27][O:26][CH2:25][CH2:24]4)=[N:17][CH:18]=3)[NH:13][N:12]=2)[CH:8]=[CH:7][N:6]=1)([CH3:32])([CH3:30])[CH3:31]. (2) Given the reactants Br[CH2:2][C:3]1[CH:13]=[C:12]([C:14]([CH3:17])([CH3:16])[CH3:15])[CH:11]=[CH:10][C:4]=1[C:5]([O:7][CH2:8][CH3:9])=[O:6].[NH2:18][C:19]1[C:20]([CH3:48])=[C:21]([C:25]2[N:26]=[C:27]([NH:33][C:34]3[CH:39]=[CH:38][C:37]([C:40]([N:42]4[CH2:47][CH2:46][O:45][CH2:44][CH2:43]4)=[O:41])=[CH:36][CH:35]=3)[C:28](=[O:32])[N:29]([CH3:31])[CH:30]=2)[CH:22]=[CH:23][CH:24]=1.C(N(C(C)C)CC)(C)C.C([O-])([O-])=O.[Na+].[Na+], predict the reaction product. The product is: [C:14]([C:12]1[CH:11]=[CH:10][C:4]([C:5]([O:7][CH2:8][CH3:9])=[O:6])=[C:3]([CH2:2][NH:18][C:19]2[CH:24]=[CH:23][CH:22]=[C:21]([C:25]3[N:26]=[C:27]([NH:33][C:34]4[CH:35]=[CH:36][C:37]([C:40]([N:42]5[CH2:47][CH2:46][O:45][CH2:44][CH2:43]5)=[O:41])=[CH:38][CH:39]=4)[C:28](=[O:32])[N:29]([CH3:31])[CH:30]=3)[C:20]=2[CH3:48])[CH:13]=1)([CH3:17])([CH3:16])[CH3:15]. (3) Given the reactants [C:1]([O:5][C:6](=[O:18])[NH:7][C@H:8]([C:11]1[CH:16]=[CH:15][C:14]([OH:17])=[CH:13][CH:12]=1)[CH2:9][OH:10])([CH3:4])([CH3:3])[CH3:2].[CH3:19][CH:20]([CH2:23][CH2:24][CH3:25])[CH2:21]Br.C([O-])([O-])=O.[Cs+].[Cs+].[NH4+].[Cl-], predict the reaction product. The product is: [C:1]([O:5][C:6](=[O:18])[NH:7][C@H:8]([C:11]1[CH:16]=[CH:15][C:14]([O:17][CH2:19][CH:20]([CH3:21])[CH2:23][CH2:24][CH3:25])=[CH:13][CH:12]=1)[CH2:9][OH:10])([CH3:4])([CH3:2])[CH3:3]. (4) Given the reactants CS(O)(=O)=O.[NH2:6][C:7]1(N)[CH:11]=[C:10]([OH:12])[N:9]=[N:8]1.[CH3:14][CH:15](O)[CH3:16], predict the reaction product. The product is: [CH:15]([O:12][C:10]1[NH:9][N:8]=[C:7]([NH2:6])[CH:11]=1)([CH3:16])[CH3:14]. (5) Given the reactants [Cl:1][C:2]1[N:7]=[CH:6][C:5]([C:8]([N:10]2[CH2:15][CH2:14][N:13]([S:16]([C:19]3[CH:24]=[CH:23][C:22]([C:25]([F:28])([F:27])[F:26])=[CH:21][CH:20]=3)(=[O:18])=[O:17])[CH2:12][C@@H:11]2[CH3:29])=[O:9])=[CH:4][CH:3]=1.[NH:30]1[CH2:33][CH2:32][CH2:31]1, predict the reaction product. The product is: [ClH:1].[N:30]1([C:2]2[N:7]=[CH:6][C:5]([C:8]([N:10]3[CH2:15][CH2:14][N:13]([S:16]([C:19]4[CH:24]=[CH:23][C:22]([C:25]([F:28])([F:27])[F:26])=[CH:21][CH:20]=4)(=[O:18])=[O:17])[CH2:12][C@@H:11]3[CH3:29])=[O:9])=[CH:4][CH:3]=2)[CH2:33][CH2:32][CH2:31]1. (6) Given the reactants [Br:1][CH2:2][CH2:3][CH2:4][CH2:5][CH2:6][C:7]1[CH:12]=[CH:11][C:10]([C:13]2[CH:18]=[CH:17][CH:16]=[CH:15][CH:14]=2)=[CH:9][CH:8]=1.[N:19]1[CH:24]=[CH:23][C:22]([CH3:25])=[C:21]([CH3:26])[CH:20]=1, predict the reaction product. The product is: [Br-:1].[C:10]1([C:13]2[CH:18]=[CH:17][CH:16]=[CH:15][CH:14]=2)[CH:11]=[CH:12][C:7]([CH2:6][CH2:5][CH2:4][CH2:3][CH2:2][N+:19]2[CH:24]=[CH:23][C:22]([CH3:25])=[C:21]([CH3:26])[CH:20]=2)=[CH:8][CH:9]=1. (7) Given the reactants [OH:1][C:2]1[C:6]([CH2:7][C:8]([O:10][CH3:11])=[O:9])=[CH:5][N:4]([C:12]2[CH:17]=[CH:16][CH:15]=[CH:14][CH:13]=2)[N:3]=1.Cl[CH2:19][C:20]1[CH:39]=[CH:38][C:23]([O:24][CH2:25][C:26]2[N:27]=[C:28]([C:32]3[CH:37]=[CH:36][CH:35]=[CH:34][CH:33]=3)[O:29][C:30]=2[CH3:31])=[C:22]([O:40][CH3:41])[CH:21]=1.C(=O)([O-])[O-].[K+].[K+].CN(C)C=O, predict the reaction product. The product is: [CH3:41][O:40][C:22]1[CH:21]=[C:20]([CH:39]=[CH:38][C:23]=1[O:24][CH2:25][C:26]1[N:27]=[C:28]([C:32]2[CH:37]=[CH:36][CH:35]=[CH:34][CH:33]=2)[O:29][C:30]=1[CH3:31])[CH2:19][O:1][C:2]1[C:6]([CH2:7][C:8]([O:10][CH3:11])=[O:9])=[CH:5][N:4]([C:12]2[CH:17]=[CH:16][CH:15]=[CH:14][CH:13]=2)[N:3]=1. (8) The product is: [CH:48]1([CH2:51][N:39]2[CH2:38][CH2:37][CH:36]([N:29]3[CH2:28][C:27]4[CH:26]=[C:25]5[C:33]([NH:34][C:23]([C:17]6[C:18](=[O:22])[NH:19][CH:20]=[CH:21][C:16]=6[NH:15][CH2:14][C@@H:13]([OH:42])[CH2:12][O:11][C:10]6[CH:43]=[CH:44][C:45]([CH3:47])=[CH:46][C:9]=6[CH3:8])=[N:24]5)=[CH:32][C:31]=4[C:30]3=[O:35])[CH2:41][CH2:40]2)[CH2:50][CH2:49]1. Given the reactants C(O)(C(F)(F)F)=O.[CH3:8][C:9]1[CH:46]=[C:45]([CH3:47])[CH:44]=[CH:43][C:10]=1[O:11][CH2:12][C@H:13]([OH:42])[CH2:14][NH:15][C:16]1[CH:21]=[CH:20][NH:19][C:18](=[O:22])[C:17]=1[C:23]1[NH:34][C:33]2[C:25](=[CH:26][C:27]3[CH2:28][N:29]([CH:36]4[CH2:41][CH2:40][NH:39][CH2:38][CH2:37]4)[C:30](=[O:35])[C:31]=3[CH:32]=2)[N:24]=1.[CH:48]1([CH:51]=O)[CH2:50][CH2:49]1.[BH-](OC(C)=O)(OC(C)=O)OC(C)=O.[Na+], predict the reaction product. (9) Given the reactants O1CCCCC1[O:7][CH2:8][CH2:9][CH2:10][CH2:11][CH2:12][CH2:13][CH2:14][CH2:15][CH2:16][CH2:17][CH2:18][CH2:19][CH2:20][CH2:21][CH2:22][CH2:23][C:24]([O:26][CH2:27][CH3:28])=[O:25].CC1C=CC(S([O-])(=O)=O)=CC=1.C1C=C[NH+]=CC=1.CCO, predict the reaction product. The product is: [OH:7][CH2:8][CH2:9][CH2:10][CH2:11][CH2:12][CH2:13][CH2:14][CH2:15][CH2:16][CH2:17][CH2:18][CH2:19][CH2:20][CH2:21][CH2:22][CH2:23][C:24]([O:26][CH2:27][CH3:28])=[O:25].